Task: Binary Classification. Given a miRNA mature sequence and a target amino acid sequence, predict their likelihood of interaction.. Dataset: Experimentally validated miRNA-target interactions with 360,000+ pairs, plus equal number of negative samples The miRNA is hsa-miR-548g-3p with sequence AAAACUGUAAUUACUUUUGUAC. The protein sequence of the target gene is MDDAHESPSDKGGETGESDETAAVPGDPGATDTDGIPEETDGDADVDLKEAAAEEGELESQDVSDLTTVEREDSSLLNPAAKKLKIDTKEKKEKKQKVDEDEIQKMQILVSSFSEEQLNRYEMYRRSAFPKAAIKRLIQSITGTSVSQNVVIAMSGISKVFVGEVVEEALDVCEKWGEMPPLQPKHMREAVRRLKSKGQIPNSKHKKIIFF. Result: 0 (no interaction).